This data is from Reaction yield outcomes from USPTO patents with 853,638 reactions. The task is: Predict the reaction yield, written as a fraction of the theoretical maximum amount of product (1.0 means a 100% yield; for example, 0.34 means a 34% yield). (1) The reactants are Cl[CH2:2][CH2:3][C:4]([NH:6][C:7]1[CH:12]=[CH:11][CH:10]=[CH:9][C:8]=1[F:13])=[O:5].[N+:14]([O-])([OH:16])=[O:15]. The catalyst is S(=O)(=O)(O)O.O. The product is [F:13][C:8]1[CH:9]=[C:10]([N+:14]([O-:16])=[O:15])[CH:11]=[C:12]2[C:7]=1[NH:6][C:4](=[O:5])[CH2:3][CH2:2]2. The yield is 0.930. (2) The reactants are C(N(CC)CC)C.[Si:8](Cl)([C:11]([CH3:14])([CH3:13])[CH3:12])([CH3:10])[CH3:9].C(Cl)Cl.[N:19]1([CH2:29][CH2:30][OH:31])[C@H:28]2[C@@H:23]([CH2:24][CH2:25][CH2:26][CH2:27]2)[NH:22][CH2:21][CH2:20]1. The catalyst is O. The product is [Si:8]([O:31][CH2:30][CH2:29][N:19]1[C@H:28]2[C@@H:23]([CH2:24][CH2:25][CH2:26][CH2:27]2)[NH:22][CH2:21][CH2:20]1)([C:11]([CH3:14])([CH3:13])[CH3:12])([CH3:10])[CH3:9]. The yield is 0.710. (3) The reactants are [NH:1]1[C:9]2[C:4](=[CH:5][C:6]([C:10]3([C:13]([O:15]C)=[O:14])[CH2:12][CH2:11]3)=[CH:7][CH:8]=2)[CH:3]=[CH:2]1.[Li+].[OH-].Cl. The catalyst is CO.O. The product is [NH:1]1[C:9]2[C:4](=[CH:5][C:6]([C:10]3([C:13]([OH:15])=[O:14])[CH2:12][CH2:11]3)=[CH:7][CH:8]=2)[CH:3]=[CH:2]1. The yield is 0.870. (4) The reactants are [Br:1][CH2:2][C:3]1[O:4][CH:5]=[C:6]([OH:10])[C:7](=[O:9])[CH:8]=1.[CH3:11][N:12]1[CH2:17][CH2:16][NH:15][CH2:14][CH2:13]1. The catalyst is O1CCCC1. The product is [BrH:1].[OH:10][C:6]1[C:7](=[O:9])[CH:8]=[C:3]([CH2:2][N:15]2[CH2:16][CH2:17][N:12]([CH3:11])[CH2:13][CH2:14]2)[O:4][CH:5]=1. The yield is 0.830. (5) The reactants are [F:1][C:2]1[CH:3]=[C:4]([C@H:8]2[CH2:12][N:11]([CH2:13][C:14]([F:17])([F:16])[F:15])[CH2:10][C@@H:9]2[NH:18]C(=O)OC(C)(C)C)[CH:5]=[CH:6][CH:7]=1.[ClH:26]. The catalyst is C(O)(C)C. The product is [ClH:26].[F:1][C:2]1[CH:3]=[C:4]([C@H:8]2[CH2:12][N:11]([CH2:13][C:14]([F:15])([F:16])[F:17])[CH2:10][C@@H:9]2[NH2:18])[CH:5]=[CH:6][CH:7]=1. The yield is 0.970. (6) The reactants are [C:1]([C:3]1[C:4]([S:14][CH2:15][CH2:16][CH2:17][CH2:18][CH2:19][CH3:20])=[N:5][S:6][C:7]=1[NH:8][C:9](=[O:13])[N:10]([CH3:12])[CH3:11])#[N:2].S(=O)(=O)(O)[OH:22]. No catalyst specified. The product is [CH3:11][N:10]([CH3:12])[C:9](=[O:13])[NH:8][C:7]1[S:6][N:5]=[C:4]([S:14][CH2:15][CH2:16][CH2:17][CH2:18][CH2:19][CH3:20])[C:3]=1[C:1]([NH2:2])=[O:22]. The yield is 0.780. (7) The reactants are ClCCl.[CH2:4]([S:11][C:12]1[S:13][C:14]2[CH:20]=[C:19]([F:21])[C:18]([N:22]3[C:26](=[O:27])[N:25]([CH3:28])[C:24]([CH3:29])=[N:23]3)=[CH:17][C:15]=2[N:16]=1)[C:5]1[CH:10]=[CH:9][CH:8]=[CH:7][CH:6]=1.ClC1C=C(C=CC=1)C(OO)=[O:35]. The yield is 0.910. The product is [CH2:4]([S:11]([C:12]1[S:13][C:14]2[CH:20]=[C:19]([F:21])[C:18]([N:22]3[C:26](=[O:27])[N:25]([CH3:28])[C:24]([CH3:29])=[N:23]3)=[CH:17][C:15]=2[N:16]=1)=[O:35])[C:5]1[CH:10]=[CH:9][CH:8]=[CH:7][CH:6]=1. The catalyst is O. (8) The reactants are I[C:2]1[C:10]2[C:5](=[CH:6][N:7]=[CH:8][CH:9]=2)[NH:4][N:3]=1.C(S)[CH2:12][S:13]([O-])(=O)=O.[Na+]. The catalyst is CS(C)=O.[Cu]I. The product is [CH3:12][S:13][C:2]1[C:10]2[C:5](=[CH:6][N:7]=[CH:8][CH:9]=2)[NH:4][N:3]=1. The yield is 0.500.